This data is from Retrosynthesis with 50K atom-mapped reactions and 10 reaction types from USPTO. The task is: Predict the reactants needed to synthesize the given product. (1) Given the product c1ccc(N(c2ccc(-c3ccc(-c4ccc(Nc5ccc(-c6ccc(-c7ccc(N(c8ccccc8)c8cccc9ccccc89)cc7)cc6)cc5)cc4)cc3)cc2)c2cccc3ccccc23)cc1, predict the reactants needed to synthesize it. The reactants are: CC(=O)N(c1ccc(-c2ccc(-c3ccc(N(c4ccccc4)c4cccc5ccccc45)cc3)cc2)cc1)c1ccc(-c2ccc(-c3ccc(N(c4ccccc4)c4cccc5ccccc45)cc3)cc2)cc1. (2) The reactants are: Nc1c2c(nn1-c1cccc(Cl)c1Cl)CCC2.O=C(O)c1cccnc1Oc1cccc(Cl)c1. Given the product O=C(Nc1c2c(nn1-c1cccc(Cl)c1Cl)CCC2)c1cccnc1Oc1cccc(Cl)c1, predict the reactants needed to synthesize it. (3) Given the product CC(C)(C)OC(=O)Nc1noc2ccc(Br)cc12, predict the reactants needed to synthesize it. The reactants are: CC(C)(C)OC(=O)OC(=O)OC(C)(C)C.Nc1noc2ccc(Br)cc12. (4) The reactants are: CC1C(=O)Nc2ccc(C(=O)CCl)cc2C1C. Given the product CC1C(=O)Nc2ccc(CCCl)cc2C1C, predict the reactants needed to synthesize it. (5) Given the product NC(=O)COC[C@@H]1C[C@@H](O)CN1C(=O)OCc1ccc([N+](=O)[O-])cc1, predict the reactants needed to synthesize it. The reactants are: CN(C)C=O.O=C(O)COC[C@@H]1C[C@@H](O)CN1C(=O)OCc1ccc([N+](=O)[O-])cc1. (6) Given the product Cc1ccc2c(C)cc(C)c(N)c2n1, predict the reactants needed to synthesize it. The reactants are: Cc1ccc2c(C)cc(C)c([N+](=O)[O-])c2n1. (7) Given the product Cc1cccc(C(=O)c2ccccc2)[n+]1[O-], predict the reactants needed to synthesize it. The reactants are: Cc1cccc(C(=O)c2ccccc2)n1.O=C(OO)c1cccc(Cl)c1.